This data is from Full USPTO retrosynthesis dataset with 1.9M reactions from patents (1976-2016). The task is: Predict the reactants needed to synthesize the given product. (1) Given the product [CH3:1][C@H:2]1[CH2:7][CH2:6][CH2:5][CH2:4][N:3]1[C:8]1[CH:15]=[CH:14][C:11]([C:12]([OH:24])=[O:20])=[CH:10][C:9]=1[C:16]([F:19])([F:18])[F:17], predict the reactants needed to synthesize it. The reactants are: [CH3:1][C@H:2]1[CH2:7][CH2:6][CH2:5][CH2:4][N:3]1[C:8]1[CH:15]=[CH:14][C:11]([C:12]#N)=[CH:10][C:9]=1[C:16]([F:19])([F:18])[F:17].[OH-:20].[Na+].Cl.C[OH:24]. (2) Given the product [ClH:43].[NH2:7][C:8]([CH3:36])([CH2:9][CH2:10][C:11]1[CH:16]=[CH:15][C:14]([O:17][CH2:18][CH2:19][CH2:20][C:21]2[CH:26]=[CH:25][CH:24]=[C:23]([O:27][C:28]([F:29])([F:30])[F:31])[CH:22]=2)=[C:13]([C:32]([F:33])([F:34])[F:35])[CH:12]=1)[CH2:37][OH:38], predict the reactants needed to synthesize it. The reactants are: C(OC(=O)[NH:7][C:8]([CH2:37][O:38]COC)([CH3:36])[CH2:9][CH2:10][C:11]1[CH:16]=[CH:15][C:14]([O:17][CH2:18][CH2:19][CH2:20][C:21]2[CH:26]=[CH:25][CH:24]=[C:23]([O:27][C:28]([F:31])([F:30])[F:29])[CH:22]=2)=[C:13]([C:32]([F:35])([F:34])[F:33])[CH:12]=1)(C)(C)C.[ClH:43].